Predict the product of the given reaction. From a dataset of Forward reaction prediction with 1.9M reactions from USPTO patents (1976-2016). (1) Given the reactants [Cl:1][C:2]1[CH:3]=[C:4]([CH:24]=[CH:25][CH:26]=1)[C:5]([NH:7][C:8]1[CH:13]=[C:12]([O:14][C:15]2[CH:16]=[N:17][CH:18]=[CH:19][CH:20]=2)[CH:11]=[C:10]([N+:21]([O-])=O)[CH:9]=1)=[O:6].[OH-].[Na+], predict the reaction product. The product is: [NH2:21][C:10]1[CH:9]=[C:8]([NH:7][C:5](=[O:6])[C:4]2[CH:24]=[CH:25][CH:26]=[C:2]([Cl:1])[CH:3]=2)[CH:13]=[C:12]([O:14][C:15]2[CH:16]=[N:17][CH:18]=[CH:19][CH:20]=2)[CH:11]=1. (2) Given the reactants [N:1]1[C:6]2[NH:7][CH:8]=[CH:9][C:5]=2[C:4]([C:10]([OH:12])=O)=[N:3][CH:2]=1.[C:13]([O:17][CH2:18][C:19]1[CH:24]=[CH:23][CH:22]=[CH:21][CH:20]=1)(=[O:16])[NH:14][NH2:15], predict the reaction product. The product is: [N:1]1[C:6]2[NH:7][CH:8]=[CH:9][C:5]=2[C:4]([C:10]([NH:15][NH:14][C:13]([O:17][CH2:18][C:19]2[CH:24]=[CH:23][CH:22]=[CH:21][CH:20]=2)=[O:16])=[O:12])=[N:3][CH:2]=1. (3) The product is: [C:27]([N:22]1[C:23]2[C:19](=[C:18]([NH:17][C:15]([NH:14][CH:8]3[C:9]4[C:5](=[CH:4][C:3]([O:2][CH3:1])=[C:11]([O:12][CH3:13])[CH:10]=4)[CH2:6][CH2:7]3)=[O:16])[CH:26]=[CH:25][CH:24]=2)[CH:20]=[N:21]1)(=[O:29])[CH3:28]. Given the reactants [CH3:1][O:2][C:3]1[CH:4]=[C:5]2[C:9](=[CH:10][C:11]=1[O:12][CH3:13])[CH:8]([NH:14][C:15]([NH:17][C:18]1[CH:26]=[CH:25][CH:24]=[C:23]3[C:19]=1[CH:20]=[N:21][NH:22]3)=[O:16])[CH2:7][CH2:6]2.[C:27](Cl)(=[O:29])[CH3:28].C(OCC)(=O)C, predict the reaction product. (4) Given the reactants Cl[C:2]1[CH:7]=[C:6]([O:8][CH2:9][C:10]#[CH:11])[N:5]=[CH:4][N:3]=1.C(=O)([O-])[O-].[K+].[K+].[Cl:18][C:19]1[CH:24]=[CH:23][C:22]([OH:25])=[CH:21][CH:20]=1.[Cl-].[NH4+], predict the reaction product. The product is: [Cl:18][C:19]1[CH:24]=[CH:23][C:22]([O:25][C:2]2[CH:7]=[C:6]([O:8][CH2:9][C:10]#[CH:11])[N:5]=[CH:4][N:3]=2)=[CH:21][CH:20]=1. (5) Given the reactants [Br:1][C:2]1[CH:11]=[CH:10][C:9]2[C:4](=[CH:5][CH:6]=[C:7]([OH:12])[CH:8]=2)[CH:3]=1.C([O-])([O-])=O.[K+].[K+].[F:19][CH2:20][CH2:21]OS(C1C=CC(C)=CC=1)(=O)=O.O, predict the reaction product. The product is: [Br:1][C:2]1[CH:11]=[CH:10][C:9]2[C:4](=[CH:5][CH:6]=[C:7]([O:12][CH2:21][CH2:20][F:19])[CH:8]=2)[CH:3]=1. (6) Given the reactants [Cl:1][C:2]1[CH:7]=[CH:6][C:5]([CH:8]([C:14]2[CH:19]=[CH:18][C:17]([N+:20]([O-])=O)=[CH:16][CH:15]=2)[C:9]2[S:10][CH:11]=[CH:12][N:13]=2)=[CH:4][CH:3]=1.O.O.[Sn](Cl)Cl, predict the reaction product. The product is: [Cl:1][C:2]1[CH:3]=[CH:4][C:5]([CH:8]([C:9]2[S:10][CH:11]=[CH:12][N:13]=2)[C:14]2[CH:19]=[CH:18][C:17]([NH2:20])=[CH:16][CH:15]=2)=[CH:6][CH:7]=1.